This data is from NCI-60 drug combinations with 297,098 pairs across 59 cell lines. The task is: Regression. Given two drug SMILES strings and cell line genomic features, predict the synergy score measuring deviation from expected non-interaction effect. Drug 1: C1=CC(=CC=C1C#N)C(C2=CC=C(C=C2)C#N)N3C=NC=N3. Drug 2: CCN(CC)CCNC(=O)C1=C(NC(=C1C)C=C2C3=C(C=CC(=C3)F)NC2=O)C. Cell line: SK-MEL-28. Synergy scores: CSS=-22.0, Synergy_ZIP=10.9, Synergy_Bliss=3.99, Synergy_Loewe=-27.3, Synergy_HSA=-28.0.